From a dataset of Forward reaction prediction with 1.9M reactions from USPTO patents (1976-2016). Predict the product of the given reaction. Given the reactants C[O:2][CH:3]=[C:4]1[CH2:11][CH:10]2[S:12][CH:6]([CH2:7][CH2:8][CH2:9]2)[CH2:5]1.O.Cl.C(OCC)(=O)C, predict the reaction product. The product is: [CH:10]12[S:12][CH:6]([CH2:7][CH2:8][CH2:9]1)[CH2:5][CH:4]([CH:3]=[O:2])[CH2:11]2.